Dataset: Forward reaction prediction with 1.9M reactions from USPTO patents (1976-2016). Task: Predict the product of the given reaction. Given the reactants [F:1][C:2]([F:25])([F:24])[C:3]1[CH:8]=[CH:7][C:6]([S:9]([N:12]2[C:20]3[C:15](=[CH:16][CH:17]=[CH:18][CH:19]=3)[C:14](B(O)O)=[CH:13]2)(=[O:11])=[O:10])=[CH:5][CH:4]=1.Cl[C:27]1[N:32]=[C:31]([NH2:33])[N:30]=[C:29]([NH:34][CH3:35])[CH:28]=1, predict the reaction product. The product is: [CH3:35][NH:34][C:29]1[CH:28]=[C:27]([C:14]2[C:15]3[C:20](=[CH:19][CH:18]=[CH:17][CH:16]=3)[N:12]([S:9]([C:6]3[CH:7]=[CH:8][C:3]([C:2]([F:25])([F:24])[F:1])=[CH:4][CH:5]=3)(=[O:11])=[O:10])[CH:13]=2)[N:32]=[C:31]([NH2:33])[N:30]=1.